From a dataset of Catalyst prediction with 721,799 reactions and 888 catalyst types from USPTO. Predict which catalyst facilitates the given reaction. Reactant: Cl.[C:2]([C:6]1[CH:11]=[CH:10][C:9]([C:12]2[C:13](=[O:31])[CH:14]([CH2:27][N:28]([CH3:30])[CH3:29])[CH2:15][C:16]=2[C:17]2[CH:22]=[CH:21][C:20]([S:23]([CH3:26])(=[O:25])=[O:24])=[CH:19][CH:18]=2)=[CH:8][CH:7]=1)([CH3:5])([CH3:4])[CH3:3].[BH4-].[Na+]. Product: [C:2]([C:6]1[CH:7]=[CH:8][C:9]([C:12]2[CH:13]([OH:31])[CH:14]([CH2:27][N:28]([CH3:29])[CH3:30])[CH2:15][C:16]=2[C:17]2[CH:18]=[CH:19][C:20]([S:23]([CH3:26])(=[O:25])=[O:24])=[CH:21][CH:22]=2)=[CH:10][CH:11]=1)([CH3:5])([CH3:3])[CH3:4]. The catalyst class is: 5.